This data is from Forward reaction prediction with 1.9M reactions from USPTO patents (1976-2016). The task is: Predict the product of the given reaction. (1) Given the reactants [NH2:1][CH2:2][CH2:3][CH2:4][N:5]1[CH2:10][CH2:9][O:8][CH2:7][CH2:6]1.[C:11]([O:15][CH2:16][CH3:17])(=[O:14])[CH:12]=O.CC(O)=O.[BH3-]C#N.[Na+], predict the reaction product. The product is: [CH2:16]([O:15][C:11](=[O:14])[CH2:12][NH:1][CH2:2][CH2:3][CH2:4][N:5]1[CH2:10][CH2:9][O:8][CH2:7][CH2:6]1)[CH3:17]. (2) Given the reactants [Si](OI)(C)(C)C.[H-].[Na+].[CH3:9][O:10][C:11]1[CH:21]=[CH:20][C:14](/[CH:15]=[CH:16]/[C:17]([OH:19])=[O:18])=[CH:13][CH:12]=1.OS(O)(=O)=O.[CH3:27][CH2:28]O, predict the reaction product. The product is: [CH3:9][O:10][C:11]1[CH:21]=[CH:20][C:14](/[CH:15]=[CH:16]/[C:17]([O:19][CH2:27][CH3:28])=[O:18])=[CH:13][CH:12]=1. (3) Given the reactants [N+:1]([C:4]1[CH:23]=[CH:22][C:21]([N:24]2[CH2:29][CH2:28][O:27][CH2:26][C:25]2=[O:30])=[CH:20][C:5]=1[O:6][CH2:7][CH2:8][N:9]1[C:17](=[O:18])[C:16]2[C:11](=[CH:12][CH:13]=[CH:14][CH:15]=2)[C:10]1=[O:19])([O-])=O, predict the reaction product. The product is: [NH2:1][C:4]1[CH:23]=[CH:22][C:21]([N:24]2[CH2:29][CH2:28][O:27][CH2:26][C:25]2=[O:30])=[CH:20][C:5]=1[O:6][CH2:7][CH2:8][N:9]1[C:17](=[O:18])[C:16]2[C:11](=[CH:12][CH:13]=[CH:14][CH:15]=2)[C:10]1=[O:19].